Dataset: Peptide-MHC class II binding affinity with 134,281 pairs from IEDB. Task: Regression. Given a peptide amino acid sequence and an MHC pseudo amino acid sequence, predict their binding affinity value. This is MHC class II binding data. (1) The binding affinity (normalized) is 0.779. The MHC is DRB1_0802 with pseudo-sequence DRB1_0802. The peptide sequence is AFKVACTAANAAPAN. (2) The peptide sequence is LRNVACQEAVKLKLI. The MHC is DRB1_0701 with pseudo-sequence DRB1_0701. The binding affinity (normalized) is 0.726. (3) The peptide sequence is IGRIAETILGYNPSA. The MHC is DRB3_0101 with pseudo-sequence DRB3_0101. The binding affinity (normalized) is 0.185. (4) The peptide sequence is YDSFLANVSTVLTGK. The MHC is DRB1_0404 with pseudo-sequence DRB1_0404. The binding affinity (normalized) is 0.724. (5) The binding affinity (normalized) is 0.434. The MHC is DRB1_0802 with pseudo-sequence DRB1_0802. The peptide sequence is SGITLKQATTAPCAV.